Dataset: NCI-60 drug combinations with 297,098 pairs across 59 cell lines. Task: Regression. Given two drug SMILES strings and cell line genomic features, predict the synergy score measuring deviation from expected non-interaction effect. Drug 1: CC1OCC2C(O1)C(C(C(O2)OC3C4COC(=O)C4C(C5=CC6=C(C=C35)OCO6)C7=CC(=C(C(=C7)OC)O)OC)O)O. Cell line: MOLT-4. Synergy scores: CSS=79.1, Synergy_ZIP=4.72, Synergy_Bliss=6.43, Synergy_Loewe=-19.7, Synergy_HSA=6.87. Drug 2: CC12CCC3C(C1CCC2OP(=O)(O)O)CCC4=C3C=CC(=C4)OC(=O)N(CCCl)CCCl.[Na+].